Task: Predict the reaction yield, written as a fraction of the theoretical maximum amount of product (1.0 means a 100% yield; for example, 0.34 means a 34% yield).. Dataset: Reaction yield outcomes from USPTO patents with 853,638 reactions (1) The reactants are Cl[CH:2]([CH:8]=O)[C:3]([O:5][CH2:6][CH3:7])=[O:4].[CH:10]1([N:13]([CH:35]2[CH2:37][CH2:36]2)[C:14]([C:16]2[N:32]([CH2:33][CH3:34])[C:19]3=[N:20][C:21]([NH:28][C:29]([NH2:31])=[S:30])=[C:22]4[N:26]=[CH:25][N:24]([CH3:27])[C:23]4=[C:18]3[CH:17]=2)=[O:15])[CH2:12][CH2:11]1. No catalyst specified. The product is [CH:35]1([N:13]([CH:10]2[CH2:11][CH2:12]2)[C:14]([C:16]2[N:32]([CH2:33][CH3:34])[C:19]3=[N:20][C:21]([NH:28][C:29]4[S:30][C:2]([C:3]([O:5][CH2:6][CH3:7])=[O:4])=[CH:8][N:31]=4)=[C:22]4[N:26]=[CH:25][N:24]([CH3:27])[C:23]4=[C:18]3[CH:17]=2)=[O:15])[CH2:36][CH2:37]1. The yield is 0.170. (2) The reactants are [CH3:1][O:2][C:3]1[CH:12]=[C:11]([O:13][CH3:14])[CH:10]=[C:9]2[C:4]=1[C:5](=[O:37])[NH:6][C:7]([C:15]1[N:20]=[C:19]([C:21]3[CH:31]=[CH:30][C:24]([C:25]([N:27]([CH3:29])[CH3:28])=[O:26])=[CH:23][C:22]=3[CH3:32])[C:18]([O:33][CH2:34][CH2:35]O)=[CH:17][CH:16]=1)=[N:8]2.P(Br)(Br)[Br:39].O. The catalyst is CN(C=O)C. The product is [Br:39][CH2:35][CH2:34][O:33][C:18]1[C:19]([C:21]2[CH:31]=[CH:30][C:24]([C:25]([N:27]([CH3:29])[CH3:28])=[O:26])=[CH:23][C:22]=2[CH3:32])=[N:20][C:15]([C:7]2[NH:6][C:5](=[O:37])[C:4]3[C:9](=[CH:10][C:11]([O:13][CH3:14])=[CH:12][C:3]=3[O:2][CH3:1])[N:8]=2)=[CH:16][CH:17]=1. The yield is 0.800. (3) The reactants are S.[Cl:2][C:3]1[CH:4]=[CH:5][C:6]([NH:9][C:10]([C:12]2[CH:17]=[CH:16][CH:15]=[CH:14][C:13]=2[NH:18][C:19]([C:21]2[CH:26]=[CH:25][C:24]([C:27]3[CH:32]=[CH:31][CH:30]=[CH:29][C:28]=3[C:33]#[N:34])=[CH:23][CH:22]=2)=[O:20])=[O:11])=[N:7][CH:8]=1.CI.[N:37]1C=CC=CC=1. The catalyst is CCN(CC)CC.CC(C)=O.C(O)(=O)C.CO. The product is [Cl:2][C:3]1[CH:4]=[CH:5][C:6]([NH:9][C:10]([C:12]2[CH:17]=[CH:16][CH:15]=[CH:14][C:13]=2[NH:18][C:19]([C:21]2[CH:26]=[CH:25][C:24]([C:27]3[CH:32]=[CH:31][CH:30]=[CH:29][C:28]=3[C:33]([NH2:37])=[NH:34])=[CH:23][CH:22]=2)=[O:20])=[O:11])=[N:7][CH:8]=1. The yield is 0.150. (4) The reactants are C(OC([NH:8][CH2:9][C:10]([NH:13][CH2:14][C:15]([O-:17])=O)([CH3:12])[CH3:11])=O)(C)(C)C.Cl.C(N(CC)CC)C.C(#N)C.C[OH:30]. No catalyst specified. The product is [CH3:12][C:10]1([CH3:11])[CH2:9][NH:8][C:15](=[O:17])[C:14](=[O:30])[NH:13]1. The yield is 0.940. (5) The reactants are [OH-].[Na+].C1C[O:6]CC1.[Br:8][C:9]1[CH:10]=[CH:11][CH:12]=[C:13]2[C:18]=1[N:17]=[C:16]([Cl:19])[N:15]=[C:14]2Cl. The catalyst is CC(O)=O. The product is [Br:8][C:9]1[CH:10]=[CH:11][CH:12]=[C:13]2[C:18]=1[N:17]=[C:16]([Cl:19])[N:15]=[C:14]2[OH:6]. The yield is 0.790. (6) The reactants are NO.Cl.CC(O)=O.[OH-].[Na+].C[N:11](C)[C:12](=[N:14][C:15]([C:17]1[C:18]([CH2:38][CH3:39])=[N:19][N:20]2[C:25](=[O:26])[CH:24]=[C:23]([C:27]3[CH:28]=[C:29]4[C:33](=[CH:34][CH:35]=3)[N:32]([CH2:36][CH3:37])[N:31]=[CH:30]4)[NH:22][C:21]=12)=[O:16])[CH3:13]. The catalyst is O1CCOCC1. The product is [CH2:38]([C:18]1[C:17]([C:15]2[O:16][N:11]=[C:12]([CH3:13])[N:14]=2)=[C:21]2[NH:22][C:23]([C:27]3[CH:28]=[C:29]4[C:33](=[CH:34][CH:35]=3)[N:32]([CH2:36][CH3:37])[N:31]=[CH:30]4)=[CH:24][C:25](=[O:26])[N:20]2[N:19]=1)[CH3:39]. The yield is 0.0500. (7) The reactants are [CH:1]1([C@H:7]([NH:11][NH:12][C:13](=[O:23])[C:14]2[CH:19]=[CH:18][CH:17]=[C:16]([O:20][CH3:21])[C:15]=2[CH3:22])[CH2:8][CH:9]=[CH2:10])[CH2:6][CH2:5][CH2:4][CH2:3][CH2:2]1.C([O-])([O-])=O.[K+].[K+].O.[CH3:31][C:32]1[CH:33]=[C:34]([CH:38]=[C:39]([CH3:41])[CH:40]=1)[C:35](Cl)=[O:36]. The catalyst is C(Cl)Cl. The product is [CH:1]1([C@H:7]([N:11]([C:35](=[O:36])[C:34]2[CH:38]=[C:39]([CH3:41])[CH:40]=[C:32]([CH3:31])[CH:33]=2)[NH:12][C:13](=[O:23])[C:14]2[CH:19]=[CH:18][CH:17]=[C:16]([O:20][CH3:21])[C:15]=2[CH3:22])[CH2:8][CH:9]=[CH2:10])[CH2:2][CH2:3][CH2:4][CH2:5][CH2:6]1. The yield is 0.780. (8) The reactants are [CH2:1]([O:8][CH2:9][CH2:10][O:11][C:12]1[CH:17]=[CH:16][CH:15]=[CH:14][C:13]=1[CH:18]1[CH2:23][NH:22][CH2:21][CH2:20][CH:19]1[C:24]1[CH:29]=[CH:28][C:27]([O:30][CH3:31])=[CH:26][CH:25]=1)[C:2]1[CH:7]=[CH:6][CH:5]=[CH:4][CH:3]=1.ClC(Cl)(O[C:36](=[O:42])OC(Cl)(Cl)Cl)Cl.C(N(CC)CC)C.Cl.[CH3:52][NH:53][OH:54]. The catalyst is O1CCCC1. The product is [CH2:1]([O:8][CH2:9][CH2:10][O:11][C:12]1[CH:17]=[CH:16][CH:15]=[CH:14][C:13]=1[CH:18]1[CH2:23][N:22]([C:36](=[O:42])[N:53]([OH:54])[CH3:52])[CH2:21][CH2:20][CH:19]1[C:24]1[CH:25]=[CH:26][C:27]([O:30][CH3:31])=[CH:28][CH:29]=1)[C:2]1[CH:7]=[CH:6][CH:5]=[CH:4][CH:3]=1. The yield is 0.760.